This data is from Full USPTO retrosynthesis dataset with 1.9M reactions from patents (1976-2016). The task is: Predict the reactants needed to synthesize the given product. (1) Given the product [N:5].[C:18]([NH:21][C:22]1[CH:27]=[CH:26][CH:25]=[CH:24][CH:23]=1)(=[O:20])[CH3:19], predict the reactants needed to synthesize it. The reactants are: FC(F)(F)C([NH:5]C1C=CC(CC(O)=O)=CC=1)=O.[C:18]([NH:21][C:22]1[CH:27]=[CH:26][C:25](CC(O)=O)=[CH:24][CH:23]=1)(=[O:20])[CH3:19].N1C=CC(=O)NC1=O. (2) Given the product [F:16][C:17]1[CH:22]=[C:21]([F:23])[CH:20]=[CH:19][C:18]=1[C:24]1[N:25]=[CH:26][N:27]=[C:28]([N:30]2[CH2:31][CH2:32][N:33]([C:8]([NH:7][C:3]3[N:2]=[N:1][CH:6]=[CH:5][CH:4]=3)=[O:15])[CH2:34][CH2:35]2)[CH:29]=1, predict the reactants needed to synthesize it. The reactants are: [N:1]1[CH:6]=[CH:5][CH:4]=[C:3]([NH:7][C:8](=[O:15])OCC(Cl)(Cl)Cl)[N:2]=1.[F:16][C:17]1[CH:22]=[C:21]([F:23])[CH:20]=[CH:19][C:18]=1[C:24]1[CH:29]=[C:28]([N:30]2[CH2:35][CH2:34][NH:33][CH2:32][CH2:31]2)[N:27]=[CH:26][N:25]=1. (3) The reactants are: Br[C:2]1[CH:7]=[CH:6][C:5]([C:8]([F:11])([F:10])[F:9])=[CH:4][CH:3]=1.C(=O)([O-])[O-].[Cs+].[Cs+].[F:18][C:19]1[CH:40]=[CH:39][C:22]([NH:23][C:24]2[CH:36]=[C:35]([CH:37]=[CH2:38])[CH:34]=[CH:33][C:25]=2[C:26]([O:28][C:29]([CH3:32])([CH3:31])[CH3:30])=[O:27])=[CH:21][CH:20]=1.C(O)(=O)CC(CC(O)=O)(C(O)=O)O. Given the product [F:18][C:19]1[CH:40]=[CH:39][C:22]([NH:23][C:24]2[CH:36]=[C:35](/[CH:37]=[CH:38]/[C:2]3[CH:7]=[CH:6][C:5]([C:8]([F:11])([F:10])[F:9])=[CH:4][CH:3]=3)[CH:34]=[CH:33][C:25]=2[C:26]([O:28][C:29]([CH3:32])([CH3:30])[CH3:31])=[O:27])=[CH:21][CH:20]=1, predict the reactants needed to synthesize it. (4) Given the product [Br:9][C:3]1[C:4]([CH2:7][CH3:8])=[N:5][O:6][C:2]=1[NH:1][S:16]([C:10]1[CH:15]=[CH:14][CH:13]=[CH:12][CH:11]=1)(=[O:18])=[O:17], predict the reactants needed to synthesize it. The reactants are: [NH2:1][C:2]1[O:6][N:5]=[C:4]([CH2:7][CH3:8])[C:3]=1[Br:9].[C:10]1([S:16](Cl)(=[O:18])=[O:17])[CH:15]=[CH:14][CH:13]=[CH:12][CH:11]=1. (5) Given the product [C:1]([NH:22][CH2:23][CH2:24][O:25][P:26](=[O:28])=[O:27])(=[O:21])[CH2:2][CH2:3][CH2:4]/[CH:5]=[CH:6]\[CH2:7][CH:8]=[CH:9][CH2:10][CH:11]=[CH:12][CH2:13][CH:14]=[CH:15][CH2:16][CH:17]=[CH:18][CH2:19][CH3:20], predict the reactants needed to synthesize it. The reactants are: [C:1]([NH:22][CH2:23][CH2:24][O:25][P:26](=[O:28])=[O:27])(=[O:21])[CH2:2][CH2:3][CH2:4]/[CH:5]=[CH:6]\[CH2:7][CH:8]=[CH:9][CH2:10][CH:11]=[CH:12][CH2:13][CH:14]=[CH:15][CH2:16][CH2:17][CH2:18][CH2:19][CH3:20].C(O)(=O)CCC/C=C\CC=CCC=CCC=CCC=CCC. (6) The reactants are: [F:1][C@@H:2]1[CH2:6][CH2:5][N:4]([CH2:7][C:8]2[CH:9]=[C:10]3[N:16]=[C:15]([C:17]4[CH:23]=[CH:22][CH:21]=[CH:20][C:18]=4[NH2:19])[S:14][C:11]3=[N:12][CH:13]=2)[CH2:3]1.C(N(CC)CC)C.[N:31]12[CH2:38][CH2:37][CH:34]([CH2:35][CH2:36]1)[CH:33]([O:39][C:40]1[CH:41]=[C:42]([CH:46]=[CH:47][CH:48]=1)[C:43](Cl)=[O:44])[CH2:32]2. Given the product [F:1][C@@H:2]1[CH2:6][CH2:5][N:4]([CH2:7][C:8]2[CH:9]=[C:10]3[N:16]=[C:15]([C:17]4[CH:23]=[CH:22][CH:21]=[CH:20][C:18]=4[NH:19][C:43](=[O:44])[C:42]4[CH:46]=[CH:47][CH:48]=[C:40]([O:39][CH:33]5[CH:34]6[CH2:35][CH2:36][N:31]([CH2:38][CH2:37]6)[CH2:32]5)[CH:41]=4)[S:14][C:11]3=[N:12][CH:13]=2)[CH2:3]1, predict the reactants needed to synthesize it. (7) Given the product [NH2:38][C:31]1[C:32]2[C:37](=[CH:36][CH:35]=[CH:34][CH:33]=2)[C:28]([O:27][C:25]2[CH:24]=[CH:23][N:22]=[C:21]([NH:20][C:17]3[CH:18]=[CH:19][C:14]([P:11]([CH3:13])(=[O:12])[O:10][CH2:8][CH3:9])=[C:15]([O:46][CH3:47])[CH:16]=3)[N:26]=2)=[CH:29][CH:30]=1, predict the reactants needed to synthesize it. The reactants are: C(O)(C(F)(F)F)=O.[CH2:8]([O:10][P:11]([C:14]1[CH:19]=[CH:18][C:17]([NH:20][C:21]2[N:26]=[C:25]([O:27][C:28]3[C:37]4[C:32](=[CH:33][CH:34]=[CH:35][CH:36]=4)[C:31]([NH:38]C(=O)OC(C)(C)C)=[CH:30][CH:29]=3)[CH:24]=[CH:23][N:22]=2)=[CH:16][C:15]=1[O:46][CH3:47])([CH3:13])=[O:12])[CH3:9]. (8) Given the product [CH3:9][Si:8]([CH3:11])([CH3:10])[C:5]1[CH:6]=[CH:7][C:2]([C:23]2[CH:22]=[CH:21][CH:20]=[C:19]([F:18])[C:24]=2[F:25])=[CH:3][CH:4]=1, predict the reactants needed to synthesize it. The reactants are: Br[C:2]1[CH:7]=[CH:6][C:5]([Si:8]([CH3:11])([CH3:10])[CH3:9])=[CH:4][CH:3]=1.COCCOC.[F:18][C:19]1[C:24]([F:25])=[CH:23][CH:22]=[CH:21][C:20]=1B(O)O.C([O-])([O-])=O.[Na+].[Na+]. (9) Given the product [Si:14]([O:13][CH2:12][CH2:11][O:10][C:3]1[CH:4]=[CH:5][C:6]([CH:8]=[O:9])=[N:7][C:2]=1[C:28]1[CH:27]=[CH:26][CH:25]=[C:24]([S:22]([CH3:21])=[O:23])[CH:29]=1)([C:17]([CH3:20])([CH3:19])[CH3:18])([CH3:16])[CH3:15], predict the reactants needed to synthesize it. The reactants are: Br[C:2]1[N:7]=[C:6]([CH:8]=[O:9])[CH:5]=[CH:4][C:3]=1[O:10][CH2:11][CH2:12][O:13][Si:14]([C:17]([CH3:20])([CH3:19])[CH3:18])([CH3:16])[CH3:15].[CH3:21][S:22]([C:24]1[CH:25]=[C:26](B(O)O)[CH:27]=[CH:28][CH:29]=1)=[O:23].C([O-])([O-])=O.[Na+].[Na+]. (10) Given the product [N:1]1([C:6]2[CH:29]=[CH:28][C:9]([CH2:10][N:11]3[C:19]([O:36][C:30]4[CH:35]=[CH:34][CH:33]=[CH:32][CH:31]=4)=[C:18]4[C:13]([N:14]([CH2:24][CH:25]([CH3:27])[CH3:26])[C:15](=[O:23])[N:16]([CH3:22])[C:17]4=[O:21])=[CH:12]3)=[CH:8][CH:7]=2)[CH:5]=[N:4][CH:3]=[N:2]1, predict the reactants needed to synthesize it. The reactants are: [N:1]1([C:6]2[CH:29]=[CH:28][C:9]([CH2:10][N:11]3[C:19](Cl)=[C:18]4[C:13]([N:14]([CH2:24][CH:25]([CH3:27])[CH3:26])[C:15](=[O:23])[N:16]([CH3:22])[C:17]4=[O:21])=[CH:12]3)=[CH:8][CH:7]=2)[CH:5]=[N:4][CH:3]=[N:2]1.[C:30]1([OH:36])[CH:35]=[CH:34][CH:33]=[CH:32][CH:31]=1.C([O-])([O-])=O.[Cs+].[Cs+].